This data is from Catalyst prediction with 721,799 reactions and 888 catalyst types from USPTO. The task is: Predict which catalyst facilitates the given reaction. (1) Reactant: [N:1]1[CH:2]=[C:3]([C:10]([NH:12][C:13]2[CH:14]=[C:15]([CH:19]=[CH:20][C:21]=2[CH3:22])[C:16]([OH:18])=O)=[O:11])[N:4]2[CH:9]=[CH:8][CH:7]=[CH:6][C:5]=12.CCN(C(C)C)C(C)C.CN(C(ON1N=NC2C=CC=NC1=2)=[N+](C)C)C.F[P-](F)(F)(F)(F)F.O[N:57]=[C:58]([NH2:66])[NH:59][C:60]1[CH:65]=[CH:64][CH:63]=[CH:62][CH:61]=1. Product: [CH3:22][C:21]1[CH:20]=[CH:19][C:15]([C:16]2[O:18][N:66]=[C:58]([NH:59][C:60]3[CH:65]=[CH:64][CH:63]=[CH:62][CH:61]=3)[N:57]=2)=[CH:14][C:13]=1[NH:12][C:10]([C:3]1[N:4]2[CH:9]=[CH:8][CH:7]=[CH:6][C:5]2=[N:1][CH:2]=1)=[O:11]. The catalyst class is: 384. (2) Reactant: [NH2:1][C:2]1[C:3]([C:14]2[CH:23]=[CH:22][C:17]([C:18]([O:20][CH3:21])=[O:19])=[C:16]([F:24])[CH:15]=2)=[N:4][C:5]([CH:8]2[CH2:13][CH2:12][CH2:11][NH:10][CH2:9]2)=[CH:6][N:7]=1.CCN(C(C)C)C(C)C.[CH3:34][S:35](Cl)(=[O:37])=[O:36]. Product: [NH2:1][C:2]1[C:3]([C:14]2[CH:23]=[CH:22][C:17]([C:18]([O:20][CH3:21])=[O:19])=[C:16]([F:24])[CH:15]=2)=[N:4][C:5]([CH:8]2[CH2:13][CH2:12][CH2:11][N:10]([S:35]([CH3:34])(=[O:37])=[O:36])[CH2:9]2)=[CH:6][N:7]=1. The catalyst class is: 2. (3) Reactant: C(OC([N:8]1[CH2:13][CH2:12][CH2:11][C@H:10]([C:14]2[N:18]=[C:17]([C:19]3[NH:20][CH:21]=[C:22]([C:24]([F:27])([F:26])[F:25])[CH:23]=3)[O:16][N:15]=2)[CH2:9]1)=O)(C)(C)C.[ClH:28]. Product: [ClH:28].[F:27][C:24]([F:25])([F:26])[C:22]1[CH:23]=[C:19]([C:17]2[O:16][N:15]=[C:14]([CH:10]3[CH2:11][CH2:12][CH2:13][NH:8][CH2:9]3)[N:18]=2)[NH:20][CH:21]=1. The catalyst class is: 12.